This data is from Forward reaction prediction with 1.9M reactions from USPTO patents (1976-2016). The task is: Predict the product of the given reaction. (1) Given the reactants [CH:1]([O:4][C:5](=[O:17])[CH2:6][CH2:7][C:8]1[CH:13]=[CH:12][C:11]([C:14]#[N:15])=[C:10]([OH:16])[CH:9]=1)([CH3:3])[CH3:2].C([O-])([O-])=O.[K+].[K+].[CH3:24][C:25]([CH3:27])=[O:26], predict the reaction product. The product is: [CH:1]([O:4][C:5](=[O:17])[CH2:6][CH2:7][C:8]1[CH:13]=[CH:12][C:11]([C:14]#[N:15])=[C:10]([O:16][CH2:24][CH:25]2[CH2:27][O:26]2)[CH:9]=1)([CH3:3])[CH3:2]. (2) Given the reactants O=C1C2C(=CC=CC=2)C(=O)[N:3]1[C@H:12]([CH3:31])[CH2:13][N:14]1[CH:18]=[CH:17][C:16]([C:19]2[CH:26]=[CH:25][C:22]([C:23]#[N:24])=[C:21]([C:27]([F:30])([F:29])[F:28])[CH:20]=2)=[N:15]1.O.NN, predict the reaction product. The product is: [NH2:3][C@H:12]([CH3:31])[CH2:13][N:14]1[CH:18]=[CH:17][C:16]([C:19]2[CH:26]=[CH:25][C:22]([C:23]#[N:24])=[C:21]([C:27]([F:30])([F:29])[F:28])[CH:20]=2)=[N:15]1. (3) Given the reactants [OH:1][C:2]1[C:3](=[O:16])[CH:4]=[C:5]([CH2:8][O:9][CH:10]2[CH2:15][CH2:14][CH2:13][CH2:12][O:11]2)[O:6][CH:7]=1.C([O-])([O-])=O.[Cs+].[Cs+].[Br:23][CH2:24][CH2:25][CH2:26][CH2:27]Br, predict the reaction product. The product is: [Br:23][CH2:24][CH2:25][CH2:26][CH2:27][O:1][C:2]1[C:3](=[O:16])[CH:4]=[C:5]([CH2:8][O:9][CH:10]2[CH2:15][CH2:14][CH2:13][CH2:12][O:11]2)[O:6][CH:7]=1. (4) Given the reactants [Si](Cl)(C)(C)C.[O:6]=[C:7]1[CH2:12][CH2:11][N:10]([C:13]([O:15][CH2:16][C:17]2[CH:22]=[CH:21][CH:20]=[CH:19][CH:18]=2)=[O:14])[CH2:9][CH2:8]1.C([SiH]([CH2:28][CH3:29])CC)C.[Si](OS(C(F)(F)F)(=O)=O)(C)(C)C.C[CH2:43][O:44][C:45]([CH3:47])=[O:46], predict the reaction product. The product is: [CH3:43][O:44][C:45](=[O:46])[CH2:47][C@@H:29]1[CH2:28][CH2:9][C@H:8]([O:6][CH:7]2[CH2:8][CH2:9][N:10]([C:13]([O:15][CH2:16][C:17]3[CH:22]=[CH:21][CH:20]=[CH:19][CH:18]=3)=[O:14])[CH2:11][CH2:12]2)[CH2:7][CH2:12]1. (5) Given the reactants [CH2:1]([NH:7][CH2:8][CH2:9][OH:10])[CH2:2][CH2:3][CH2:4][CH2:5][CH3:6].C(=O)([O-])[O-].[K+].[K+].[N+:17]([C:20]1[CH:21]=[C:22]([CH:25]=[CH:26][CH:27]=1)[CH2:23]Cl)([O-:19])=[O:18], predict the reaction product. The product is: [CH2:1]([N:7]([CH2:23][C:22]1[CH:25]=[CH:26][CH:27]=[C:20]([N+:17]([O-:19])=[O:18])[CH:21]=1)[CH2:8][CH2:9][OH:10])[CH2:2][CH2:3][CH2:4][CH2:5][CH3:6]. (6) The product is: [C:61]([N:58]1[CH2:59][CH2:60][N:55]([C:38]2[CH:37]=[CH:36][C:35]([O:34][CH2:33][CH2:32][CH2:31][C:25]3[S:24][C:23]([N:20]4[CH2:19][CH2:18][C:17]5[C:22](=[C:13]([C:11](=[O:12])[NH:10][C:2]6[S:1][C:5]7[CH:6]=[CH:7][CH:8]=[CH:9][C:4]=7[N:3]=6)[CH:14]=[CH:15][CH:16]=5)[CH2:21]4)=[N:27][C:26]=3[C:28]([OH:30])=[O:29])=[CH:40][CH:39]=2)[CH2:56][CH2:57]1)(=[O:63])[CH3:62]. Given the reactants [S:1]1[C:5]2[CH:6]=[CH:7][CH:8]=[CH:9][C:4]=2[N:3]=[C:2]1[NH:10][C:11]([C:13]1[CH:14]=[CH:15][CH:16]=[C:17]2[C:22]=1[CH2:21][N:20]([C:23]1[S:24][C:25]([CH2:31][CH2:32][CH2:33][O:34][C:35]3[CH:40]=[CH:39][C:38](C4C(C#N)=CSC=4)=[CH:37][CH:36]=3)=[C:26]([C:28]([OH:30])=[O:29])[N:27]=1)[CH2:19][CH2:18]2)=[O:12].OC1C=CC([N:55]2[CH2:60][CH2:59][N:58]([C:61](=[O:63])[CH3:62])[CH2:57][CH2:56]2)=CC=1, predict the reaction product. (7) Given the reactants [C:1]1([S:7]([CH2:10][C:11]2[C:16]([C:17]([O:19][CH3:20])=[O:18])=[C:15]([OH:21])[C:14]([C:22]3[CH:26]=[CH:25][O:24][C:23]=3[CH:27]=[CH2:28])=[CH:13][CH:12]=2)(=[O:9])=[O:8])[CH:6]=[CH:5][CH:4]=[CH:3][CH:2]=1.OO.O.C(OCC)(=[O:34])C, predict the reaction product. The product is: [C:1]1([S:7]([CH2:10][C:11]2[C:16]([C:17]([O:19][CH3:20])=[O:18])=[C:15]([OH:21])[C:14]([C:22]3[CH:26]=[CH:25][O:24][C:23]=3[CH2:27][CH2:28][OH:34])=[CH:13][CH:12]=2)(=[O:9])=[O:8])[CH:6]=[CH:5][CH:4]=[CH:3][CH:2]=1. (8) Given the reactants Cl.[CH3:2][O:3][C:4](=[O:8])[C@H:5]([CH3:7])[NH2:6].[C:9]([NH:12][C@H:13]([C:21](O)=[O:22])[CH2:14][C:15]1[CH:20]=[CH:19][CH:18]=[CH:17][CH:16]=1)(=[O:11])[CH3:10].CN1CCOCC1, predict the reaction product. The product is: [CH3:2][O:3][C:4](=[O:8])[C@H:5]([CH3:7])[NH:6][C:21](=[O:22])[C@H:13]([CH2:14][C:15]1[CH:16]=[CH:17][CH:18]=[CH:19][CH:20]=1)[NH:12][C:9](=[O:11])[CH3:10]. (9) Given the reactants [OH-].[Na+:2].C([O:5][C:6]([C:8]1[N:16]([CH3:17])[C:15]2[CH:14]=[CH:13][N:12]=[CH:11][C:10]=2[C:9]=1[NH:18][C:19]1[CH:24]=[CH:23][C:22]([I:25])=[CH:21][C:20]=1[F:26])=[O:7])C, predict the reaction product. The product is: [Na+:2].[F:26][C:20]1[CH:21]=[C:22]([I:25])[CH:23]=[CH:24][C:19]=1[NH:18][C:9]1[C:10]2[CH:11]=[N:12][CH:13]=[CH:14][C:15]=2[N:16]([CH3:17])[C:8]=1[C:6]([O-:7])=[O:5]. (10) Given the reactants [CH:1]1([CH2:6][CH:7]([N:11]2[C:16](=[O:17])[CH:15]=[C:14]([O:18][C:19]3[CH:24]=[CH:23][CH:22]=[CH:21][C:20]=3[C:25]([N:27]3[CH2:31][CH2:30][CH2:29][CH2:28]3)=[O:26])[CH:13]=[N:12]2)[C:8](O)=[O:9])[CH2:5][CH2:4][CH2:3][CH2:2]1.[NH2:32][C:33]1[CH:37]=[CH:36][N:35]([CH2:38][C:39]([CH3:42])([OH:41])[CH3:40])[N:34]=1, predict the reaction product. The product is: [CH:1]1([CH2:6][CH:7]([N:11]2[C:16](=[O:17])[CH:15]=[C:14]([O:18][C:19]3[CH:24]=[CH:23][CH:22]=[CH:21][C:20]=3[C:25]([N:27]3[CH2:31][CH2:30][CH2:29][CH2:28]3)=[O:26])[CH:13]=[N:12]2)[C:8]([NH:32][C:33]2[CH:37]=[CH:36][N:35]([CH2:38][C:39]([OH:41])([CH3:42])[CH3:40])[N:34]=2)=[O:9])[CH2:5][CH2:4][CH2:3][CH2:2]1.